This data is from Experimental lipophilicity measurements (octanol/water distribution) for 4,200 compounds from AstraZeneca. The task is: Regression/Classification. Given a drug SMILES string, predict its absorption, distribution, metabolism, or excretion properties. Task type varies by dataset: regression for continuous measurements (e.g., permeability, clearance, half-life) or binary classification for categorical outcomes (e.g., BBB penetration, CYP inhibition). For this dataset (lipophilicity_astrazeneca), we predict Y. (1) The compound is CC(C)Cn1c(=O)n(C)c(=O)c2c(C(=O)N3CC[C@@H](O)C3)c(Cc3c[nH]c4ncccc34)sc21. The Y is 1.71 logD. (2) The Y is 2.32 logD. The compound is O=c1[nH]c2c(O)ccc([C@@H](O)CNCCc3cccc(-c4cccc(CNCc5ccccc5)c4)c3)c2s1. (3) The molecule is Cc1[nH]c(/C=C2\C(=O)Nc3ccc(F)cc32)c(C)c1C(=O)NC[C@H](O)CN1CCOCC1. The Y is 2.22 logD. (4) The compound is CCCCc1nc2c(N)nc3ccccc3c2n1CC(C)(C)O. The Y is 2.37 logD. (5) The molecule is O=C(NCc1ccccc1Cl)c1ccccc1Oc1ccccc1. The Y is 3.58 logD. (6) The molecule is CCOc1cc2ncc(C(N)=O)c(Nc3ccc(F)cc3F)c2cc1N1CCC(O)CC1. The Y is 2.74 logD. (7) The drug is CN(C)CCOc1ccc(-c2oc3ncnc(NC[C@@H]4CCCO4)c3c2-c2ccccc2)cc1. The Y is 3.60 logD. (8) The compound is CN1CCC(C#N)(c2cccc3ccccc23)CC1. The Y is 2.73 logD.